From a dataset of Catalyst prediction with 721,799 reactions and 888 catalyst types from USPTO. Predict which catalyst facilitates the given reaction. Product: [NH2:1][C:2]1[N:3]=[C:4]([Cl:20])[C:5]2=[C:6]([N:8]([CH2:12][C:13]3[CH:17]=[C:16]([CH3:18])[N:15]([CH3:19])[N:14]=3)[C:9](=[O:11])/[C:10]/2=[CH:21]\[C:23]2[NH:27][CH:26]=[C:25]([C:28]([OH:30])=[O:29])[CH:24]=2)[N:7]=1. The catalyst class is: 14. Reactant: [NH2:1][C:2]1[N:3]=[C:4]([Cl:20])[C:5]2[CH2:10][C:9](=[O:11])[N:8]([CH2:12][C:13]3[CH:17]=[C:16]([CH3:18])[N:15]([CH3:19])[N:14]=3)[C:6]=2[N:7]=1.[CH:21]([C:23]1[NH:27][CH:26]=[C:25]([C:28]([OH:30])=[O:29])[CH:24]=1)=O.N1CCCCC1.